From a dataset of Caco-2 cell permeability data measuring drug intestinal absorption for ~900 compounds. Regression/Classification. Given a drug SMILES string, predict its absorption, distribution, metabolism, or excretion properties. Task type varies by dataset: regression for continuous measurements (e.g., permeability, clearance, half-life) or binary classification for categorical outcomes (e.g., BBB penetration, CYP inhibition). For this dataset (caco2_wang), we predict Y. (1) The molecule is O=c1c(O[C@@H]2O[C@H](CO)[C@@H](O)[C@H](O)[C@H]2O)c(-c2ccc(O)c(O)c2)oc2cc(O)cc(O)c12. The Y is -6.27 log Papp (cm/s). (2) The molecule is NS(=O)(=O)N1CCN(C2CN(CC[C@]3(c4ccc(Cl)c(Cl)c4)CCC(=O)N(CC4CC4)C3)C2)CC1. The Y is -5.90 log Papp (cm/s). (3) The drug is C[C@@H]1C[C@H]2[C@@H]3CCC4=CC(=O)C=C[C@]4(C)[C@@]3(F)[C@@H](O)C[C@]2(C)[C@@]1(O)C(=O)CO[C@H]1O[C@@H](C(=O)O)[C@H](O)[C@@H](O)[C@@H]1O. The Y is -6.12 log Papp (cm/s). (4) The molecule is C[C@@H]1NC(=O)[C@H](C)N(C)C(=O)[C@@H](C)NC(=O)[C@H](C)NC(=O)[C@@H](C)NC(=O)[C@@H](C)NC1=O. The Y is -5.82 log Papp (cm/s). (5) The molecule is CC(C)(C)NC(=O)[C@@H]1C[C@@H]2CCCC[C@@H]2CN1C[C@@H](O)[C@H](Cc1ccccc1)NC(=O)[C@H](CC(N)=O)NC(=O)c1ccc2ccccc2n1. The Y is -6.26 log Papp (cm/s). (6) The drug is C[C@@H]1NC(=O)[C@H](C)N(C)C(=O)[C@@H](C)N(C)C(=O)[C@H](C)N(C)C(=O)[C@@H](C)NC(=O)[C@@H](C)N(C)C1=O. The Y is -5.30 log Papp (cm/s). (7) The drug is CC(C)(C)c1nn2ccccc2c1Cc1ccc(C(=O)N[C@@H]2CCOC[C@@H]2C(=O)NO)cc1. The Y is -5.37 log Papp (cm/s).